Task: Regression. Given a peptide amino acid sequence and an MHC pseudo amino acid sequence, predict their binding affinity value. This is MHC class II binding data.. Dataset: Peptide-MHC class II binding affinity with 134,281 pairs from IEDB (1) The peptide sequence is TCGFVDERGLYKSLK. The MHC is HLA-DQA10301-DQB10302 with pseudo-sequence HLA-DQA10301-DQB10302. The binding affinity (normalized) is 0. (2) The peptide sequence is HFSNVFRSVMAPFTM. The MHC is DRB3_0202 with pseudo-sequence DRB3_0202. The binding affinity (normalized) is 0.835. (3) The peptide sequence is SLPRCWLVRNNSYLN. The MHC is DRB1_0101 with pseudo-sequence DRB1_0101. The binding affinity (normalized) is 0.722. (4) The peptide sequence is EKKYFAATQFPPLAA. The MHC is HLA-DQA10101-DQB10501 with pseudo-sequence HLA-DQA10101-DQB10501. The binding affinity (normalized) is 0.311.